This data is from Catalyst prediction with 721,799 reactions and 888 catalyst types from USPTO. The task is: Predict which catalyst facilitates the given reaction. (1) Reactant: [OH:1][CH2:2][CH2:3][CH2:4][C:5]1[C:13]2[O:12][CH2:11][CH:10]([C:14]3[CH:19]=[CH:18][C:17]([CH:20]([CH3:22])[CH3:21])=[CH:16][CH:15]=3)[C:9]=2[C:8]([CH3:23])=[C:7]([NH:24][C:25](=[O:32])OCC(Cl)(Cl)Cl)[C:6]=1[CH3:33].[NH2:34][CH2:35][CH2:36][OH:37]. Product: [OH:37][CH2:36][CH2:35][NH:34][C:25]([NH:24][C:7]1[C:6]([CH3:33])=[C:5]([CH2:4][CH2:3][CH2:2][OH:1])[C:13]2[O:12][CH2:11][CH:10]([C:14]3[CH:15]=[CH:16][C:17]([CH:20]([CH3:22])[CH3:21])=[CH:18][CH:19]=3)[C:9]=2[C:8]=1[CH3:23])=[O:32]. The catalyst class is: 195. (2) Reactant: [C:1]([O:12][CH3:13])(=[O:11])[C:2]1[CH:10]=[CH:9][C:7]([OH:8])=[C:4]([O:5][CH3:6])[CH:3]=1.C1C=CC(N([S:21]([C:24]([F:27])([F:26])[F:25])(=[O:23])=[O:22])[S:21]([C:24]([F:27])([F:26])[F:25])(=[O:23])=[O:22])=CC=1.C(=O)([O-])[O-].[Cs+].[Cs+]. Product: [CH3:6][O:5][C:4]1[CH:3]=[C:2]([CH:10]=[CH:9][C:7]=1[O:8][S:21]([C:24]([F:27])([F:26])[F:25])(=[O:23])=[O:22])[C:1]([O:12][CH3:13])=[O:11]. The catalyst class is: 23. (3) The catalyst class is: 8. Reactant: [C:1]([CH:3]([CH:7]1[C:11]([Cl:12])=[C:10](Cl)C(=O)O1)[C:4]([NH2:6])=[O:5])#[N:2].[F:15][C:16]1[CH:21]=[CH:20][CH:19]=[CH:18][C:17]=1[C@H:22]([NH2:24])[CH3:23].C(=O)([O-])[O-].[K+].[K+]. Product: [ClH:12].[Cl:12][C:11]1[CH:7]=[C:3]([C:4]([NH2:6])=[O:5])[C:1](=[NH:2])[N:24]([C@@H:22]([C:17]2[CH:18]=[CH:19][CH:20]=[CH:21][C:16]=2[F:15])[CH3:23])[CH:10]=1. (4) Reactant: [CH2:1]([O:3][C:4]([C:6]1[C:7]2[C:22](=[O:23])[CH:21]=[CH:20][CH2:19][CH2:18][C:8]=2[N:9]([C:11]([O:13][C:14]([CH3:17])([CH3:16])[CH3:15])=[O:12])[CH:10]=1)=[O:5])[CH3:2].[Li+].[F-].[CH2:26]([N:33]([CH2:39]OC)[CH2:34][Si](C)(C)C)[C:27]1[CH:32]=[CH:31][CH:30]=[CH:29][CH:28]=1.O. Product: [CH2:1]([O:3][C:4]([C:6]1[C:7]2[C:22](=[O:23])[CH:21]3[CH2:34][N:33]([CH2:26][C:27]4[CH:32]=[CH:31][CH:30]=[CH:29][CH:28]=4)[CH2:39][CH:20]3[CH2:19][CH2:18][C:8]=2[N:9]([C:11]([O:13][C:14]([CH3:17])([CH3:15])[CH3:16])=[O:12])[CH:10]=1)=[O:5])[CH3:2]. The catalyst class is: 23. (5) Reactant: [C:1]([C:3]1[C:4]([C:18]#[N:19])=[C:5]2[N:10]([C:11]=1[C:12]1[CH:13]=[N:14][CH:15]=[CH:16][CH:17]=1)[CH:9]=[CH:8][CH:7]=[CH:6]2)#[N:2].[OH-:20].[K+]. Product: [C:1]([C:3]1[C:4]([C:18]([NH2:19])=[O:20])=[C:5]2[N:10]([C:11]=1[C:12]1[CH:13]=[N:14][CH:15]=[CH:16][CH:17]=1)[CH:9]=[CH:8][CH:7]=[CH:6]2)#[N:2]. The catalyst class is: 107. (6) Reactant: [N+:1]([C:4]1[CH:5]=[C:6]2[C:10](=[CH:11][CH:12]=1)[NH:9][CH:8]=[CH:7]2)([O-:3])=[O:2].[OH-].[K+].[CH2:15]1[O:25][C:18]2([CH2:23][CH2:22][C:21](=O)[CH2:20][CH2:19]2)[O:17][CH2:16]1. Product: [N+:1]([C:4]1[CH:5]=[C:6]2[C:10](=[CH:11][CH:12]=1)[NH:9][CH:8]=[C:7]2[C:21]1[CH2:22][CH2:23][C:18]2([O:25][CH2:15][CH2:16][O:17]2)[CH2:19][CH:20]=1)([O-:3])=[O:2]. The catalyst class is: 5.